From a dataset of Reaction yield outcomes from USPTO patents with 853,638 reactions. Predict the reaction yield, written as a fraction of the theoretical maximum amount of product (1.0 means a 100% yield; for example, 0.34 means a 34% yield). (1) The product is [NH2:8][C:9]1[C:17]2[C:12](=[C:13]([F:33])[C:14]([O:30][CH2:31][CH3:32])=[C:15]([NH:18][C:19]([NH:21][CH2:22][C:23]3[CH:28]=[CH:27][CH:26]=[C:25]([F:29])[CH:24]=3)=[O:20])[CH:16]=2)[NH:11][N:10]=1. The reactants are C(OC([NH:8][C:9]1[C:17]2[C:12](=[C:13]([F:33])[C:14]([O:30][CH2:31][CH3:32])=[C:15]([NH:18][C:19]([NH:21][CH2:22][C:23]3[CH:28]=[CH:27][CH:26]=[C:25]([F:29])[CH:24]=3)=[O:20])[CH:16]=2)[N:11](C(OC(C)(C)C)=O)[N:10]=1)=O)(C)(C)C.Cl.O1CCOCC1. No catalyst specified. The yield is 0.310. (2) The reactants are [Br:1][C:2]1[CH:7]=[CH:6][C:5]([O:8][CH3:9])=[CH:4][C:3]=1[N+:10]([O-])=O. The catalyst is C(O)C.[Ni]. The product is [Br:1][C:2]1[CH:7]=[CH:6][C:5]([O:8][CH3:9])=[CH:4][C:3]=1[NH2:10]. The yield is 0.860.